From a dataset of Full USPTO retrosynthesis dataset with 1.9M reactions from patents (1976-2016). Predict the reactants needed to synthesize the given product. Given the product [Cl:1][C:2]1[CH:14]=[CH:13][C:5]2[S:6][C:7]([C:9]([OH:11])=[O:10])=[CH:8][C:4]=2[CH:3]=1, predict the reactants needed to synthesize it. The reactants are: [Cl:1][C:2]1[CH:14]=[CH:13][C:5]2[S:6][C:7]([C:9]([O:11]C)=[O:10])=[CH:8][C:4]=2[CH:3]=1.O.[OH-].[Li+].O.